Predict the reactants needed to synthesize the given product. From a dataset of Full USPTO retrosynthesis dataset with 1.9M reactions from patents (1976-2016). (1) Given the product [C:15]12([CH2:14][NH:13][C:11]([NH:10][C:6]3[CH:7]=[CH:8][CH:9]=[C:4]([CH2:3][CH2:2][NH2:1])[CH:5]=3)=[O:12])[CH2:20][CH:19]3[CH2:30][CH:29]([CH2:31][CH:17]([CH2:18]3)[CH2:16]1)[CH2:22]2, predict the reactants needed to synthesize it. The reactants are: [NH2:1][CH2:2][CH2:3][C:4]1[CH:5]=[C:6]([NH:10][C:11]([NH:13][CH2:14][C:15]2[CH:20]=[CH:19][C:18](F)=[CH:17][CH:16]=2)=[O:12])[CH:7]=[CH:8][CH:9]=1.[C:22](#N)C.C(O[CH:29]([CH3:31])[CH3:30])(C)C. (2) Given the product [OH:35][C@H:33]([CH2:32][O:25][C:26]1[CH:31]=[CH:30][CH:29]=[CH:28][CH:27]=1)[CH2:34][NH:3][C@@H:4]([CH2:7][C:8]1[CH:13]=[CH:12][C:11]([O:14][C:15]2[C:24]3[C:19](=[CH:20][CH:21]=[CH:22][CH:23]=3)[N:18]=[CH:17][CH:16]=2)=[CH:10][CH:9]=1)[CH2:5][OH:6], predict the reactants needed to synthesize it. The reactants are: Cl.Cl.[NH2:3][C@@H:4]([CH2:7][C:8]1[CH:13]=[CH:12][C:11]([O:14][C:15]2[C:24]3[C:19](=[CH:20][CH:21]=[CH:22][CH:23]=3)[N:18]=[CH:17][CH:16]=2)=[CH:10][CH:9]=1)[CH2:5][OH:6].[O:25]([CH2:32][C@H:33]1[O:35][CH2:34]1)[C:26]1[CH:31]=[CH:30][CH:29]=[CH:28][CH:27]=1.C(N(C(C)C)CC)(C)C. (3) The reactants are: C(N(C(C)C)CC)(C)C.C([Li])CCC.[O:15]1[C:19]2([CH2:24][CH2:23][CH:22]([C:25]([O:27][CH2:28][CH3:29])=[O:26])[CH2:21][CH2:20]2)[O:18][CH2:17][CH2:16]1.[C:30]1([Se:36]Br)[CH:35]=[CH:34][CH:33]=[CH:32][CH:31]=1. Given the product [C:30]1([Se:36][C:22]2([C:25]([O:27][CH2:28][CH3:29])=[O:26])[CH2:23][CH2:24][C:19]3([O:18][CH2:17][CH2:16][O:15]3)[CH2:20][CH2:21]2)[CH:35]=[CH:34][CH:33]=[CH:32][CH:31]=1, predict the reactants needed to synthesize it. (4) Given the product [C:14]1([CH2:13][CH2:12][C:4](=[O:3])[CH2:9][CH2:10][CH3:11])[CH:19]=[CH:18][CH:17]=[CH:16][CH:15]=1, predict the reactants needed to synthesize it. The reactants are: [OH-].[Na+].[OH:3][C:4]([CH2:12][CH2:13][C:14]1[CH:19]=[CH:18][CH:17]=[CH:16][CH:15]=1)([CH2:9][CH2:10][CH3:11])CC(O)=O. (5) Given the product [F:19][C:2]([F:1])([F:18])[C:3]([C:5]1[CH:10]=[CH:9][CH:8]=[C:7]([CH:11]2[CH2:16][CH2:15][N:14]([CH2:27][CH2:28][CH3:29])[CH2:13][CH2:12]2)[C:6]=1[F:17])=[O:4], predict the reactants needed to synthesize it. The reactants are: [F:1][C:2]([F:19])([F:18])[C:3]([C:5]1[CH:10]=[CH:9][CH:8]=[C:7]([CH:11]2[CH2:16][CH2:15][NH:14][CH2:13][CH2:12]2)[C:6]=1[F:17])=[O:4].C(=O)([O-])[O-].[K+].[K+].I[CH2:27][CH2:28][CH3:29].CS(OC1C=CC=C(C2CCNCC2)C=1F)(=O)=O. (6) Given the product [NH2:25][C:2]1[C:3]2[C:10]([I:11])=[CH:9][N:8]([C@@H:12]3[CH2:15][C@H:14]([CH2:16][N:17]4[CH2:22][CH2:21][N:20]([CH3:23])[C:19](=[O:24])[CH2:18]4)[CH2:13]3)[C:4]=2[N:5]=[CH:6][N:7]=1, predict the reactants needed to synthesize it. The reactants are: Cl[C:2]1[C:3]2[C:10]([I:11])=[CH:9][N:8]([C@@H:12]3[CH2:15][C@H:14]([CH2:16][N:17]4[CH2:22][CH2:21][N:20]([CH3:23])[C:19](=[O:24])[CH2:18]4)[CH2:13]3)[C:4]=2[N:5]=[CH:6][N:7]=1.[NH3:25].